Dataset: Forward reaction prediction with 1.9M reactions from USPTO patents (1976-2016). Task: Predict the product of the given reaction. (1) Given the reactants [Cl:1][C:2]1[CH:3]=[C:4]([NH:9][C:10]2[C:11]3[CH2:18][C:17](=[O:19])[NH:16][C:12]=3[N:13]=[CH:14][N:15]=2)[CH:5]=[CH:6][C:7]=1[F:8].[CH:20]([C:22]1[NH:26][C:25]([CH3:27])=[C:24]([CH2:28][CH2:29][C:30]([OH:32])=[O:31])[C:23]=1[CH3:33])=O, predict the reaction product. The product is: [Cl:1][C:2]1[CH:3]=[C:4]([NH:9][C:10]2[C:11]3[C:18](=[CH:20][C:22]4[NH:26][C:25]([CH3:27])=[C:24]([CH2:28][CH2:29][C:30]([OH:32])=[O:31])[C:23]=4[CH3:33])[C:17](=[O:19])[NH:16][C:12]=3[N:13]=[CH:14][N:15]=2)[CH:5]=[CH:6][C:7]=1[F:8]. (2) Given the reactants C[C:2]([C:4]1C=C[C:7](O)=[CH:8][CH:9]=1)=[O:3].[NH2:11][CH2:12][CH2:13][CH2:14][Si](OCC)(OCC)OCC.C=O, predict the reaction product. The product is: [O:3]1[C:2]2[CH:4]=[CH:9][CH:8]=[CH:7][C:14]=2[CH:13]=[CH:12][NH:11]1. (3) Given the reactants BrC1C=CC(O)=C([C:8]2[CH:17]=[CH:16][C:15]3[C:10](=[CH:11][CH:12]=[C:13]([C:18]4[N:22](C5CCCCC5)[C:21]5[CH:29]=[CH:30][C:31]([C:33]([OH:35])=[O:34])=[CH:32][C:20]=5[N:19]=4)[CH:14]=3)[N:9]=2)C=1.[N+:37]([C:40]1[CH:45]=[CH:44][CH:43]=[CH:42][C:41]=1C(=O)C)([O-])=[O:38].[OH-:49].[K+], predict the reaction product. The product is: [N+:37]([C:40]1[CH:45]=[CH:44][CH:43]=[CH:42][C:41]=1[C:13]1([C:18]2[NH:22][C:21]3[CH:29]=[CH:30][C:31]([C:33]([OH:35])=[O:34])=[CH:32][C:20]=3[N:19]=2)[CH:12]=[CH:11][C:10]2[N:9]=[CH:8][CH:17]=[CH:16][C:15]=2[CH2:14]1)([O-:38])=[O:49]. (4) Given the reactants [C:1]([N:11]1[CH2:15][CH2:14][C:13]([C:23]2[CH:28]=[CH:27][CH:26]=[CH:25][CH:24]=2)([CH2:16][CH2:17]OS(C)(=O)=O)[CH2:12]1)([O:3][CH2:4][C:5]1[CH:10]=[CH:9][CH:8]=[CH:7][CH:6]=1)=[O:2].I.[CH2:30]([O:32][CH2:33][CH2:34][N:35]1[C:39]2[CH:40]=[CH:41][CH:42]=[CH:43][C:38]=2[N:37]=[C:36]1[N:44]1[CH2:50][CH2:49][CH2:48][NH:47][CH2:46][CH2:45]1)[CH3:31].C(N(CC)C(C)C)(C)C, predict the reaction product. The product is: [NH3:11].[C:1]([N:11]1[CH2:15][CH2:14][C:13]([CH2:16][CH2:17][N:47]2[CH2:48][CH2:49][CH2:50][N:44]([C:36]3[N:35]([CH2:34][CH2:33][O:32][CH2:30][CH3:31])[C:39]4[CH:40]=[CH:41][CH:42]=[CH:43][C:38]=4[N:37]=3)[CH2:45][CH2:46]2)([C:23]2[CH:28]=[CH:27][CH:26]=[CH:25][CH:24]=2)[CH2:12]1)([O:3][CH2:4][C:5]1[CH:6]=[CH:7][CH:8]=[CH:9][CH:10]=1)=[O:2]. (5) Given the reactants [CH2:1]([C@@H:4]([C@H:12]([CH2:17][N:18]([CH2:29][C:30]1[CH:35]=[CH:34][CH:33]=[CH:32][CH:31]=1)[C:19]([O:21][CH2:22][C:23]1[CH:28]=[CH:27][CH:26]=[CH:25][CH:24]=1)=[O:20])[C:13]([O:15][CH3:16])=[O:14])[C:5]([O:7][C:8]([CH3:11])([CH3:10])[CH3:9])=[O:6])[CH:2]=C.[O:36]=[O+][O-].CSC, predict the reaction product. The product is: [CH2:29]([N:18]([CH2:17][C@@H:12]([C@H:4]([CH2:1][CH:2]=[O:36])[C:5]([O:7][C:8]([CH3:9])([CH3:10])[CH3:11])=[O:6])[C:13]([O:15][CH3:16])=[O:14])[C:19]([O:21][CH2:22][C:23]1[CH:28]=[CH:27][CH:26]=[CH:25][CH:24]=1)=[O:20])[C:30]1[CH:35]=[CH:34][CH:33]=[CH:32][CH:31]=1. (6) Given the reactants Cl[C:2]1[N:3]=[C:4]([NH:18][CH2:19][CH2:20][CH3:21])[C:5]2[N:6]=[C:7]([NH:16][CH3:17])[N:8]=[C:9]([NH:12][CH2:13][CH2:14][CH3:15])[C:10]=2[N:11]=1.[F:22][C:23]1[CH:28]=[CH:27][C:26](B(O)O)=[CH:25][CH:24]=1.CNC1C2N=C(C3C=CC(F)=CC=3)N=C(NC)C=2N=C(NCCC)N=1, predict the reaction product. The product is: [CH3:17][NH:16][C:7]1[N:8]=[C:9]([NH:12][CH2:13][CH2:14][CH3:15])[C:10]2[N:11]=[C:2]([C:26]3[CH:27]=[CH:28][C:23]([F:22])=[CH:24][CH:25]=3)[N:3]=[C:4]([NH:18][CH2:19][CH2:20][CH3:21])[C:5]=2[N:6]=1.